Dataset: Reaction yield outcomes from USPTO patents with 853,638 reactions. Task: Predict the reaction yield, written as a fraction of the theoretical maximum amount of product (1.0 means a 100% yield; for example, 0.34 means a 34% yield). (1) The reactants are [CH3:1][O:2][C:3]1[C:4](C(O)=O)=[CH:5][C:6]2[C:11]([CH:12]=1)=[CH:10][CH:9]=[CH:8][CH:7]=2.CC[N:18]([CH2:21]C)CC.C1C=CC(P(N=[N+]=[N-])(C2C=CC=CC=2)=[O:30])=CC=1.[CH2:40]([OH:47])[C:41]1[CH:46]=[CH:45][CH:44]=[CH:43][CH:42]=1. The catalyst is C1(C)C=CC=CC=1. The product is [C:21]([NH:18][C:5]1[C:6]2[C:11](=[CH:10][CH:9]=[CH:8][CH:7]=2)[CH:12]=[C:3]([O:2][CH3:1])[CH:4]=1)([O:47][CH2:40][C:41]1[CH:46]=[CH:45][CH:44]=[CH:43][CH:42]=1)=[O:30]. The yield is 1.00. (2) The reactants are [NH2:1][C:2]1[CH:7]=[CH:6][C:5]([CH2:8][C:9]([O:11][C:12]([CH3:15])([CH3:14])[CH3:13])=[O:10])=[CH:4][C:3]=1[O:16][CH3:17].[Cl:18][C:19]1[CH:24]=[CH:23][CH:22]=[C:21]([Cl:25])[C:20]=1[N:26]=[C:27]=[O:28].CCN(CC)CC. The catalyst is C1COCC1. The product is [Cl:18][C:19]1[CH:24]=[CH:23][CH:22]=[C:21]([Cl:25])[C:20]=1[NH:26][C:27](=[O:28])[NH:1][C:2]1[CH:7]=[CH:6][C:5]([CH2:8][C:9]([O:11][C:12]([CH3:14])([CH3:13])[CH3:15])=[O:10])=[CH:4][C:3]=1[O:16][CH3:17]. The yield is 0.590. (3) The reactants are Cl[C:2]1[C:11]2[C:6](=[CH:7][C:8]([O:14][CH2:15][CH2:16][CH2:17][Cl:18])=[C:9]([O:12][CH3:13])[CH:10]=2)[N:5]=[CH:4][N:3]=1.[Cl:19][C:20]1[CH:28]=[C:27]([C:29]#[C:30][CH2:31][CH2:32][O:33][CH3:34])[C:23]2[O:24][CH2:25][O:26][C:22]=2[C:21]=1[NH2:35].C[Si]([N-][Si](C)(C)C)(C)C.[Na+]. The catalyst is CN(C=O)C. The product is [Cl:19][C:20]1[CH:28]=[C:27]([C:29]#[C:30][CH2:31][CH2:32][O:33][CH3:34])[C:23]2[O:24][CH2:25][O:26][C:22]=2[C:21]=1[NH:35][C:2]1[C:11]2[C:6](=[CH:7][C:8]([O:14][CH2:15][CH2:16][CH2:17][Cl:18])=[C:9]([O:12][CH3:13])[CH:10]=2)[N:5]=[CH:4][N:3]=1. The yield is 0.690. (4) The reactants are [CH3:1][O:2][C:3]1[CH:4]=[C:5]2[C:10](=[C:11]([C:13]#[N:14])[CH:12]=1)[C:9](=[O:15])[N:8]([C:16]1[CH:21]=[CH:20][C:19]([O:22][CH3:23])=[CH:18][CH:17]=1)[CH:7]=[CH:6]2.[Br:24]N1C(=O)CCC1=O. No catalyst specified. The product is [Br:24][C:6]1[C:5]2[C:10](=[C:11]([C:13]#[N:14])[CH:12]=[C:3]([O:2][CH3:1])[CH:4]=2)[C:9](=[O:15])[N:8]([C:16]2[CH:21]=[CH:20][C:19]([O:22][CH3:23])=[CH:18][CH:17]=2)[CH:7]=1. The yield is 0.833. (5) The reactants are C(OC([NH:8][C:9]1[S:10][C:11]([Cl:74])=[C:12]([C:14](=[N:53][O:54]C(C2C=CC=CC=2)(C2C=CC=CC=2)C2C=CC=CC=2)[C:15]([NH:17][C@@H:18]2[C:25](=[O:26])[N:24]3[C@@H:19]2[S:20][CH2:21][C:22](/[CH:43]=[CH:44]/OS(C(F)(F)F)(=O)=O)=[C:23]3[C:27]([O:29]C(C2C=CC=CC=2)C2C=CC=CC=2)=[O:28])=[O:16])[N:13]=1)=O)(C)(C)C.[SH:75][C:76]1[N:81]=[C:80]([S:82][CH2:83][CH2:84][NH:85]C(C2C=CC=CC=2)(C2C=CC=CC=2)C2C=CC=CC=2)[N:79]=[C:78]([NH:105]C(=O)OC(C)(C)C)[CH:77]=1. No catalyst specified. The product is [NH2:105][C:78]1[N:79]=[C:80]([S:82][CH2:83][CH2:84][NH2:85])[N:81]=[C:76]([S:75]/[CH:44]=[CH:43]/[C:22]2[CH2:21][S:20][C@H:19]3[N:24]([C:25](=[O:26])[C@H:18]3[NH:17][C:15](=[O:16])[C:14]([C:12]3[N:13]=[C:9]([NH2:8])[S:10][C:11]=3[Cl:74])=[N:53][OH:54])[C:23]=2[C:27]([OH:29])=[O:28])[CH:77]=1. The yield is 0.255. (6) The reactants are Br[C:2]1[C:15]([OH:16])=[CH:14][C:13]2[CH:12]3[CH:7]([CH2:8][CH2:9][CH2:10][CH2:11]3)[CH:6]([C:17]3[CH:22]=[CH:21][C:20]([OH:23])=[CH:19][CH:18]=3)[CH2:5][C:4]=2[CH:3]=1.C[O-].[Na+].CN([CH:30]=[O:31])C. The product is [OH:23][C:20]1[CH:19]=[CH:18][C:17]([CH:6]2[CH2:5][C:4]3[CH:13]=[C:14]([O:31][CH3:30])[C:15]([OH:16])=[CH:2][C:3]=3[CH:12]3[CH:7]2[CH2:8][CH2:9][CH2:10][CH2:11]3)=[CH:22][CH:21]=1. The catalyst is C(OCC)(=O)C. The yield is 1.00. (7) The reactants are C[O:2][C:3]1[CH:4]=[C:5]2[C:9](=[CH:10][CH:11]=1)[NH:8][C:7]([C:12]1[CH:17]=[CH:16][CH:15]=[C:14]([O:18]C)[CH:13]=1)=[CH:6]2.B(Br)(Br)Br. No catalyst specified. The product is [OH:18][C:14]1[CH:13]=[C:12]([C:7]2[NH:8][C:9]3[C:5]([CH:6]=2)=[CH:4][C:3]([OH:2])=[CH:11][CH:10]=3)[CH:17]=[CH:16][CH:15]=1. The yield is 0.760. (8) The reactants are [NH3:1].CS([C:6]1[N:11]=[C:10]([C:12]2[CH:13]=[C:14]3[CH:30]=[N:29][NH:28][C:15]3=[N:16][C:17]=2[C:18]2[CH:23]=[CH:22][CH:21]=[C:20]([C:24]([F:27])([F:26])[F:25])[CH:19]=2)[CH:9]=[CH:8][N:7]=1)(=O)=O. The catalyst is C1COCC1. The product is [NH2:1][C:6]1[N:11]=[C:10]([C:12]2[CH:13]=[C:14]3[CH:30]=[N:29][NH:28][C:15]3=[N:16][C:17]=2[C:18]2[CH:23]=[CH:22][CH:21]=[C:20]([C:24]([F:27])([F:26])[F:25])[CH:19]=2)[CH:9]=[CH:8][N:7]=1. The yield is 0.0900. (9) The reactants are [CH2:1]1[C:5]2([CH2:10][CH2:9][CH:8]([O:11][C:12]3[CH:13]=[C:14]4[C:19](=[CH:20][CH:21]=3)[CH:18]=[C:17]([CH:22]=O)[CH:16]=[CH:15]4)[CH2:7][CH2:6]2)[CH2:4][CH2:3][CH2:2]1.[NH2:24][CH2:25][CH2:26][C:27]([OH:29])=[O:28].C(O)C.C([BH3-])#N.[Na+].C(O)(=O)CC(CC(O)=O)(C(O)=O)O. No catalyst specified. The product is [CH2:4]1[C:5]2([CH2:10][CH2:9][CH:8]([O:11][C:12]3[CH:13]=[C:14]4[C:19](=[CH:20][CH:21]=3)[CH:18]=[C:17]([CH2:22][NH:24][CH2:25][CH2:26][C:27]([OH:29])=[O:28])[CH:16]=[CH:15]4)[CH2:7][CH2:6]2)[CH2:1][CH2:2][CH2:3]1. The yield is 0.310.